Dataset: Full USPTO retrosynthesis dataset with 1.9M reactions from patents (1976-2016). Task: Predict the reactants needed to synthesize the given product. Given the product [F:20][C:14]1[CH:15]=[CH:16][C:17]([F:19])=[CH:18][C:13]=1[CH2:12][NH:11][CH2:21][C@H:22]1[N:26]([C:27]2[N:32]=[CH:31][C:30]([CH2:33][CH2:34][CH3:35])=[CH:29][N:28]=2)[CH2:25][C@H:24]([S:36][C:37](=[O:39])[CH3:38])[CH2:23]1, predict the reactants needed to synthesize it. The reactants are: C(OC([N:11]([CH2:21][C@H:22]1[N:26]([C:27]2[N:32]=[CH:31][C:30]([CH2:33][CH2:34][CH3:35])=[CH:29][N:28]=2)[CH2:25][C@H:24]([S:36][C:37](=[O:39])[CH3:38])[CH2:23]1)[CH2:12][C:13]1[CH:18]=[C:17]([F:19])[CH:16]=[CH:15][C:14]=1[F:20])=O)C1C=CC=CC=1.Br.